Task: Predict which catalyst facilitates the given reaction.. Dataset: Catalyst prediction with 721,799 reactions and 888 catalyst types from USPTO Reactant: [F:1][CH:2]([F:38])[O:3][C:4]1[CH:9]=[CH:8][C:7]([N:10]2[CH:14]=[C:13]([C:15]([NH:17][C:18]3[CH:23]=[CH:22][C:21]([C@@H:24]4[O:29][CH2:28][CH2:27][N:26](C(OC(C)(C)C)=O)[CH2:25]4)=[CH:20][C:19]=3[F:37])=[O:16])[N:12]=[N:11]2)=[CH:6][CH:5]=1.[ClH:39].CCOCC. Product: [ClH:39].[F:38][CH:2]([F:1])[O:3][C:4]1[CH:9]=[CH:8][C:7]([N:10]2[CH:14]=[C:13]([C:15]([NH:17][C:18]3[CH:23]=[CH:22][C:21]([C@@H:24]4[O:29][CH2:28][CH2:27][NH:26][CH2:25]4)=[CH:20][C:19]=3[F:37])=[O:16])[N:12]=[N:11]2)=[CH:6][CH:5]=1. The catalyst class is: 12.